From a dataset of Catalyst prediction with 721,799 reactions and 888 catalyst types from USPTO. Predict which catalyst facilitates the given reaction. (1) Reactant: C(O[BH-](OC(=O)C)OC(=O)C)(=O)C.[Na+].[Cl:15][C:16]1[CH:17]=[C:18]([CH2:28][C:29]2[O:33][C:32]([C:34]([NH:36][C:37]3[CH:42]=[CH:41][C:40]([CH:43]=O)=[CH:39][CH:38]=3)=[O:35])=[CH:31][CH:30]=2)[C:19]2[O:23][C:22]([CH:24]([CH3:26])[CH3:25])=[CH:21][C:20]=2[CH:27]=1.[NH:45]1[CH2:49][CH2:48][CH2:47][CH2:46]1. Product: [Cl:15][C:16]1[CH:17]=[C:18]([CH2:28][C:29]2[O:33][C:32]([C:34]([NH:36][C:37]3[CH:42]=[CH:41][C:40]([CH2:43][N:45]4[CH2:49][CH2:48][CH2:47][CH2:46]4)=[CH:39][CH:38]=3)=[O:35])=[CH:31][CH:30]=2)[C:19]2[O:23][C:22]([CH:24]([CH3:25])[CH3:26])=[CH:21][C:20]=2[CH:27]=1. The catalyst class is: 375. (2) Reactant: [NH2:1][C:2]1[CH:31]=[CH:30][C:5]([CH2:6][C@H:7]2[C@H:15]3[C@@H:11]([N:12]([CH2:17][C:18]4[CH:23]=[CH:22][CH:21]=[C:20]([C:24]([CH3:27])([CH3:26])[CH3:25])[CH:19]=4)[C:13](=[O:16])[O:14]3)[CH2:10][S:9](=[O:29])(=[O:28])[CH2:8]2)=[CH:4][C:3]=1[F:32].[CH3:33][N:34]1[CH2:39]C[O:37][CH2:36][CH2:35]1.CN(C)CC(O)=O. Product: [C:24]([C:20]1[CH:19]=[C:18]([CH:23]=[CH:22][CH:21]=1)[CH2:17][N:12]1[C@@H:11]2[C@H:15]([C@H:7]([CH2:6][C:5]3[CH:30]=[CH:31][C:2]([NH:1][C:36](=[O:37])[CH2:35][N:34]([CH3:39])[CH3:33])=[C:3]([F:32])[CH:4]=3)[CH2:8][S:9](=[O:28])(=[O:29])[CH2:10]2)[O:14][C:13]1=[O:16])([CH3:26])([CH3:27])[CH3:25]. The catalyst class is: 31. (3) Product: [Br:1][C:2]1[CH:3]=[C:4]2[C:5](=[CH:11][CH:12]=1)[C:6](=[O:7])[N:17]([CH3:18])[N:16]([CH3:15])[C:9]2=[O:8]. Reactant: [Br:1][C:2]1[CH:3]=[C:4]2[C:9](=O)[O:8][C:6](=[O:7])[C:5]2=[CH:11][CH:12]=1.Cl.Cl.[CH3:15][NH:16][NH:17][CH3:18].CCN(CC)CC.Cl. The catalyst class is: 14. (4) Reactant: [OH:1][NH:2]/[C:3](/[C:6]1[CH:7]=[CH:8][C:9]([NH:12][C:13](=[O:19])[O:14][C:15]([CH3:18])([CH3:17])[CH3:16])=[N:10][CH:11]=1)=[N:4]\[H].[O:20]=[C:21]1[C:25]([C:32]2[CH:37]=[CH:36][CH:35]=[CH:34][CH:33]=2)([C:26]2[CH:31]=[CH:30][CH:29]=[CH:28][CH:27]=2)[CH2:24][CH2:23][N:22]1[CH2:38][C:39](O)=O.Cl.C(N=C=NCCCN(C)C)C. Product: [O:20]=[C:21]1[C:25]([C:26]2[CH:31]=[CH:30][CH:29]=[CH:28][CH:27]=2)([C:32]2[CH:37]=[CH:36][CH:35]=[CH:34][CH:33]=2)[CH2:24][CH2:23][N:22]1[CH2:38][C:39]1[O:1][N:2]=[C:3]([C:6]2[CH:7]=[CH:8][C:9]([NH:12][C:13](=[O:19])[O:14][C:15]([CH3:18])([CH3:17])[CH3:16])=[N:10][CH:11]=2)[N:4]=1. The catalyst class is: 68.